From a dataset of NCI-60 drug combinations with 297,098 pairs across 59 cell lines. Regression. Given two drug SMILES strings and cell line genomic features, predict the synergy score measuring deviation from expected non-interaction effect. (1) Drug 1: CCN(CC)CCNC(=O)C1=C(NC(=C1C)C=C2C3=C(C=CC(=C3)F)NC2=O)C. Drug 2: CC(C)(C#N)C1=CC(=CC(=C1)CN2C=NC=N2)C(C)(C)C#N. Cell line: K-562. Synergy scores: CSS=4.46, Synergy_ZIP=4.93, Synergy_Bliss=6.45, Synergy_Loewe=0.279, Synergy_HSA=-1.06. (2) Drug 1: CCCS(=O)(=O)NC1=C(C(=C(C=C1)F)C(=O)C2=CNC3=C2C=C(C=N3)C4=CC=C(C=C4)Cl)F. Drug 2: CC1CCCC2(C(O2)CC(NC(=O)CC(C(C(=O)C(C1O)C)(C)C)O)C(=CC3=CSC(=N3)C)C)C. Cell line: KM12. Synergy scores: CSS=10.8, Synergy_ZIP=0.943, Synergy_Bliss=4.52, Synergy_Loewe=-5.22, Synergy_HSA=1.35. (3) Drug 1: C1CC(=O)NC(=O)C1N2CC3=C(C2=O)C=CC=C3N. Drug 2: C1=C(C(=O)NC(=O)N1)N(CCCl)CCCl. Cell line: HCT-15. Synergy scores: CSS=11.0, Synergy_ZIP=-10.9, Synergy_Bliss=-5.91, Synergy_Loewe=-5.10, Synergy_HSA=-5.01. (4) Cell line: A498. Drug 1: C1CCC(CC1)NC(=O)N(CCCl)N=O. Synergy scores: CSS=12.1, Synergy_ZIP=-1.30, Synergy_Bliss=7.98, Synergy_Loewe=-2.92, Synergy_HSA=3.20. Drug 2: CN(C)C1=NC(=NC(=N1)N(C)C)N(C)C. (5) Drug 1: CCC1(CC2CC(C3=C(CCN(C2)C1)C4=CC=CC=C4N3)(C5=C(C=C6C(=C5)C78CCN9C7C(C=CC9)(C(C(C8N6C=O)(C(=O)OC)O)OC(=O)C)CC)OC)C(=O)OC)O.OS(=O)(=O)O. Drug 2: C#CCC(CC1=CN=C2C(=N1)C(=NC(=N2)N)N)C3=CC=C(C=C3)C(=O)NC(CCC(=O)O)C(=O)O. Cell line: SK-MEL-28. Synergy scores: CSS=47.6, Synergy_ZIP=-0.709, Synergy_Bliss=-1.56, Synergy_Loewe=-17.3, Synergy_HSA=-0.992. (6) Drug 1: C1C(C(OC1N2C=NC3=C(N=C(N=C32)Cl)N)CO)O. Drug 2: CC1=C(C=C(C=C1)C(=O)NC2=CC(=CC(=C2)C(F)(F)F)N3C=C(N=C3)C)NC4=NC=CC(=N4)C5=CN=CC=C5. Cell line: SW-620. Synergy scores: CSS=18.8, Synergy_ZIP=1.03, Synergy_Bliss=-0.515, Synergy_Loewe=-22.0, Synergy_HSA=-3.97.